From a dataset of Peptide-MHC class II binding affinity with 134,281 pairs from IEDB. Regression. Given a peptide amino acid sequence and an MHC pseudo amino acid sequence, predict their binding affinity value. This is MHC class II binding data. (1) The peptide sequence is PEMPALYEKKLALYL. The MHC is DRB1_1101 with pseudo-sequence DRB1_1101. The binding affinity (normalized) is 0.492. (2) The peptide sequence is YDKFLANVSTVATGK. The MHC is DRB1_0404 with pseudo-sequence DRB1_0404. The binding affinity (normalized) is 0.899. (3) The peptide sequence is IEFRFYKEITNVFRG. The MHC is DRB1_0404 with pseudo-sequence DRB1_0404. The binding affinity (normalized) is 0.411. (4) The peptide sequence is AFILDGINLFPKV. The MHC is DRB3_0101 with pseudo-sequence DRB3_0101. The binding affinity (normalized) is 0.988. (5) The peptide sequence is GGTVIRNPLSRNSTH. The MHC is HLA-DQA10303-DQB10402 with pseudo-sequence HLA-DQA10303-DQB10402. The binding affinity (normalized) is 0.